Predict the reactants needed to synthesize the given product. From a dataset of Full USPTO retrosynthesis dataset with 1.9M reactions from patents (1976-2016). (1) Given the product [F:26][C:23]([F:24])([F:25])[C:20]1[CH:19]=[CH:18][C:17]([CH2:16][C@@H:15]([CH2:47][CH3:48])[C:14]([OH:35])=[O:36])=[CH:22][CH:21]=1, predict the reactants needed to synthesize it. The reactants are: C([C@H]1COC(=O)N1[C:14](=[O:35])[CH:15](OCC1C=CC=CC=1)[CH2:16][C:17]1[CH:22]=[CH:21][C:20]([C:23]([F:26])([F:25])[F:24])=[CH:19][CH:18]=1)C1C=CC=CC=1.[OH:36]O.[Li+].[OH-].S([O-])([O-])=O.[Na+].[Na+].O1CC[CH2:48][CH2:47]1. (2) The reactants are: [Br:1][C:2]1[CH:8]=[C:7]([Br:9])[CH:6]=[C:5]([Br:10])[C:3]=1[NH2:4].S(=O)(=O)(O)O.N([O-])=O.[Na+].NC(N)=O.[N-:24]=[N+:25]=[N-].[Na+]. Given the product [N:4]([C:3]1[C:2]([Br:1])=[CH:8][C:7]([Br:9])=[CH:6][C:5]=1[Br:10])=[N+:24]=[N-:25], predict the reactants needed to synthesize it. (3) Given the product [Br:1][C:2]1[C:3]([N:28]2[CH2:33][CH2:32][CH2:31][C@@H:30]([NH:34][C:35]([O:36][C:37]([CH3:40])([CH3:39])[CH3:38])=[O:41])[CH2:29]2)=[C:4]2[C:10]([NH:11][C:12]([CH:14]3[O:19][CH2:18][CH2:17][N:16]([C:20]([O:22][C:23]([CH3:26])([CH3:25])[CH3:24])=[O:21])[CH2:15]3)=[O:13])=[CH:9][NH:8][C:5]2=[N:6][CH:7]=1, predict the reactants needed to synthesize it. The reactants are: [Br:1][C:2]1[C:3](F)=[C:4]2[C:10]([NH:11][C:12]([CH:14]3[O:19][CH2:18][CH2:17][N:16]([C:20]([O:22][C:23]([CH3:26])([CH3:25])[CH3:24])=[O:21])[CH2:15]3)=[O:13])=[CH:9][NH:8][C:5]2=[N:6][CH:7]=1.[NH:28]1[CH2:33][CH2:32][CH2:31][C@@H:30]([NH:34][C:35](=[O:41])[O:36][C:37]([CH3:40])([CH3:39])[CH3:38])[CH2:29]1.CCN(C(C)C)C(C)C. (4) Given the product [Cl:1][C:2]1[CH:7]=[CH:6][C:5]([CH:8]([C:14]2[CH:19]=[CH:18][C:17]([Cl:20])=[CH:16][CH:15]=2)[N:9]2[CH2:10][CH:11]([NH:13][S:31]([C:21]3[CH:26]=[CH:25][CH:24]=[C:23]([S:27](=[O:29])(=[O:28])[NH2:37])[CH:22]=3)(=[O:33])=[O:32])[CH2:12]2)=[CH:4][CH:3]=1, predict the reactants needed to synthesize it. The reactants are: [Cl:1][C:2]1[CH:7]=[CH:6][C:5]([CH:8]([C:14]2[CH:19]=[CH:18][C:17]([Cl:20])=[CH:16][CH:15]=2)[N:9]2[CH2:12][CH:11]([NH2:13])[CH2:10]2)=[CH:4][CH:3]=1.[C:21]1([S:31](Cl)(=[O:33])=[O:32])[CH:26]=[CH:25][CH:24]=[C:23]([S:27](Cl)(=[O:29])=[O:28])[CH:22]=1.C([N:37](CC)CC)C.N. (5) Given the product [CH2:16]([N:23]1[CH2:29][CH2:9][C:8]([C:6]2[CH:5]=[C:4]([Cl:14])[C:3]([F:15])=[C:2]([Cl:1])[CH:7]=2)([C:10]([F:13])([F:12])[F:11])[CH2:24]1)[C:17]1[CH:22]=[CH:21][CH:20]=[CH:19][CH:18]=1, predict the reactants needed to synthesize it. The reactants are: [Cl:1][C:2]1[CH:7]=[C:6]([C:8]([C:10]([F:13])([F:12])[F:11])=[CH2:9])[CH:5]=[C:4]([Cl:14])[C:3]=1[F:15].[CH2:16]([N:23]([CH2:29]OC)[CH2:24][Si](C)(C)C)[C:17]1[CH:22]=[CH:21][CH:20]=[CH:19][CH:18]=1.C(O)(C(F)(F)F)=O. (6) Given the product [C:1]([O:5][C:6]([NH:8][C@H:9]1[C@@H:13]([CH3:14])[CH2:12][N:11]([C:26]2[C:25]([F:28])=[CH:24][C:18]([C:19]([O:21][CH2:22][CH3:23])=[O:20])=[C:17]([F:29])[C:16]=2[CH3:15])[CH2:10]1)=[O:7])([CH3:4])([CH3:2])[CH3:3], predict the reactants needed to synthesize it. The reactants are: [C:1]([O:5][C:6]([NH:8][C@H:9]1[C@@H:13]([CH3:14])[CH2:12][NH:11][CH2:10]1)=[O:7])([CH3:4])([CH3:3])[CH3:2].[CH3:15][C:16]1[C:17]([F:29])=[C:18]([CH:24]=[C:25]([F:28])[C:26]=1F)[C:19]([O:21][CH2:22][CH3:23])=[O:20].N12CCCN=C1CCCCC2.C(O)(=O)CC(CC(O)=O)(C(O)=O)O. (7) Given the product [CH3:24][C:10]1[C:11]([CH2:12][C:13]2[CH:18]=[CH:17][CH:16]=[C:15]([C:19]([F:22])([F:21])[F:20])[C:14]=2[CH3:23])=[C:4]2[N:3]=[C:2]([N:25]3[CH2:30][CH2:29][O:28][CH2:27][CH2:26]3)[CH:7]=[C:6]([NH2:8])[N:5]2[N:9]=1, predict the reactants needed to synthesize it. The reactants are: Cl[C:2]1[CH:7]=[C:6]([NH2:8])[N:5]2[N:9]=[C:10]([CH3:24])[C:11]([CH2:12][C:13]3[CH:18]=[CH:17][CH:16]=[C:15]([C:19]([F:22])([F:21])[F:20])[C:14]=3[CH3:23])=[C:4]2[N:3]=1.[NH:25]1[CH2:30][CH2:29][O:28][CH2:27][CH2:26]1. (8) Given the product [CH2:19]([O:18][C@@H:11]1[CH2:12][C@@H:13]2[N:14]([C:35]([O:34][CH2:26][C:27]3[CH:28]=[CH:29][CH:30]=[CH:31][CH:32]=3)=[O:55])[O:15][CH2:16][C@@H:17]2[C@H:10]1[OH:9])[C:20]1[CH:21]=[CH:22][CH:23]=[CH:24][CH:25]=1, predict the reactants needed to synthesize it. The reactants are: C([O:9][C@@H:10]1[C@H:17]2[C@H:13]([NH:14][O:15][CH2:16]2)[CH2:12][C@H:11]1[O:18][CH2:19][C:20]1[CH:25]=[CH:24][CH:23]=[CH:22][CH:21]=1)(=O)C1C=CC=CC=1.[C:26]([O:34][C@@H:35]1[C@@H]2[C@@H](NOC2)C[C@H]1OCC1C=CC=CC=1)(=O)[C:27]1[CH:32]=[CH:31][CH:30]=[CH:29][CH:28]=1.C[O-].[Na+].C(=O)([O-])[OH:55].[Na+].ClC(OOCC1C=CC=CC=1)=O.